This data is from Merck oncology drug combination screen with 23,052 pairs across 39 cell lines. The task is: Regression. Given two drug SMILES strings and cell line genomic features, predict the synergy score measuring deviation from expected non-interaction effect. Drug 1: CN(Cc1cnc2nc(N)nc(N)c2n1)c1ccc(C(=O)NC(CCC(=O)O)C(=O)O)cc1. Drug 2: CC1(c2nc3c(C(N)=O)cccc3[nH]2)CCCN1. Cell line: SKMES1. Synergy scores: synergy=0.302.